Task: Predict the reaction yield, written as a fraction of the theoretical maximum amount of product (1.0 means a 100% yield; for example, 0.34 means a 34% yield).. Dataset: Reaction yield outcomes from USPTO patents with 853,638 reactions The reactants are Cl.[NH2:2][CH2:3][C:4]#[N:5].[C:6](O[C:6]([O:8][C:9]([CH3:12])([CH3:11])[CH3:10])=[O:7])([O:8][C:9]([CH3:12])([CH3:11])[CH3:10])=[O:7]. The catalyst is ClCCl. The product is [CH3:10][C:9]([O:8][C:6]([NH:5][CH2:4][C:3]#[N:2])=[O:7])([CH3:12])[CH3:11]. The yield is 0.660.